From a dataset of Forward reaction prediction with 1.9M reactions from USPTO patents (1976-2016). Predict the product of the given reaction. (1) Given the reactants [CH:1]1([NH:4][C:5]([NH:7][C:8](=[O:21])[C:9]2[CH:14]=[CH:13][C:12]([F:15])=[C:11]([O:16][CH:17]([F:19])[F:18])[C:10]=2F)=[O:6])[CH2:3][CH2:2]1.[H-].[Na+].Cl, predict the reaction product. The product is: [CH:1]1([N:4]2[C:10]3[C:9](=[CH:14][CH:13]=[C:12]([F:15])[C:11]=3[O:16][CH:17]([F:19])[F:18])[C:8](=[O:21])[NH:7][C:5]2=[O:6])[CH2:3][CH2:2]1. (2) The product is: [CH3:18][O:17][C:13]1[C:10]2[CH:11]=[N:27][S:8][C:9]=2[CH:16]=[CH:15][CH:14]=1. Given the reactants C([S:8][C:9]1[CH:16]=[CH:15][CH:14]=[C:13]([O:17][CH3:18])[C:10]=1[CH:11]=O)C1C=CC=CC=1.C1(SC)C=CC=CC=1.[NH2:27]OS(O)(=O)=O.C(=O)([O-])O.[Na+], predict the reaction product. (3) Given the reactants C[N+]1([O-])CC[O:5]CC1.[CH3:9][C:10]([CH3:57])([CH:55]=[CH2:56])[CH2:11][C:12]1[N:13]=[C:14]([CH2:36][C:37]([C:42]2[CH:47]=[CH:46][C:45]([C:48]3[CH:53]=[CH:52][C:51]([F:54])=[CH:50][N:49]=3)=[CH:44][CH:43]=2)([OH:41])[CH:38]([F:40])[F:39])[N:15]([C:17]([C:30]2[CH:35]=[CH:34][CH:33]=[CH:32][CH:31]=2)([C:24]2[CH:29]=[CH:28][CH:27]=[CH:26][CH:25]=2)[C:18]2[CH:23]=[CH:22][CH:21]=[CH:20][CH:19]=2)[CH:16]=1.CC(C)=O.[OH2:62], predict the reaction product. The product is: [F:39][CH:38]([F:40])[C:37]([C:42]1[CH:43]=[CH:44][C:45]([C:48]2[CH:53]=[CH:52][C:51]([F:54])=[CH:50][N:49]=2)=[CH:46][CH:47]=1)([OH:41])[CH2:36][C:14]1[N:15]([C:17]([C:30]2[CH:35]=[CH:34][CH:33]=[CH:32][CH:31]=2)([C:24]2[CH:25]=[CH:26][CH:27]=[CH:28][CH:29]=2)[C:18]2[CH:19]=[CH:20][CH:21]=[CH:22][CH:23]=2)[CH:16]=[C:12]([CH2:11][C:10]([CH3:57])([CH3:9])[CH:55]([OH:5])[CH2:56][OH:62])[N:13]=1. (4) Given the reactants C1(C2C=CC=CC=2)C=CC=CC=1C([N:9]1[CH2:15][CH:14]2[CH:11]([CH2:12][NH:13]2)[CH2:10]1)=O.[CH3:22][C:23]1[CH:24]=[CH:25][C:26]([N:32]2[N:36]=[CH:35][CH:34]=[N:33]2)=[C:27]([CH:31]=1)[C:28]([OH:30])=O.C1(C2C=CC=CC=2)C(C(O)=O)=CC=CC=1, predict the reaction product. The product is: [CH:11]12[CH2:12][NH:13][CH:14]1[CH2:15][N:9]([C:28]([C:27]1[CH:31]=[C:23]([CH3:22])[CH:24]=[CH:25][C:26]=1[N:32]1[N:36]=[CH:35][CH:34]=[N:33]1)=[O:30])[CH2:10]2. (5) Given the reactants [C:1]([C:3]1[C:4]([CH2:19][NH:20][C:21]([C@H:23]2[CH2:27][C@@H:26]([F:28])[CH2:25][N:24]2C(OC(C)(C)C)=O)=[O:22])=[CH:5][C:6]([C:9]2[CH:10]=[N:11][C:12]([C:15]([F:18])([F:17])[F:16])=[CH:13][CH:14]=2)=[N:7][CH:8]=1)#[N:2].C(O)(C(F)(F)F)=O.[Cl:43]CCl, predict the reaction product. The product is: [ClH:43].[C:1]([C:3]1[C:4]([CH2:19][NH:20][C:21]([C@H:23]2[CH2:27][C@@H:26]([F:28])[CH2:25][NH:24]2)=[O:22])=[CH:5][C:6]([C:9]2[CH:10]=[N:11][C:12]([C:15]([F:17])([F:18])[F:16])=[CH:13][CH:14]=2)=[N:7][CH:8]=1)#[N:2]. (6) Given the reactants [Cl:1][C:2]1[CH:3]=[C:4]([CH:18]=[C:19]([S:23]([CH3:26])(=[O:25])=[O:24])[C:20]=1[O:21]C)[C:5]([N:7]1[C:11]2[CH:12]=[CH:13][CH:14]=[CH:15][C:10]=2[S:9](=[O:17])(=[O:16])[CH2:8]1)=[O:6].[Cl-].[Li+].Cl, predict the reaction product. The product is: [Cl:1][C:2]1[CH:3]=[C:4]([CH:18]=[C:19]([S:23]([CH3:26])(=[O:25])=[O:24])[C:20]=1[OH:21])[C:5]([N:7]1[C:11]2[CH:12]=[CH:13][CH:14]=[CH:15][C:10]=2[S:9](=[O:17])(=[O:16])[CH2:8]1)=[O:6]. (7) The product is: [CH2:1]([N:4]1[C:9]([C:10]2[CH:15]=[CH:14][C:13]([Cl:16])=[CH:12][C:11]=2[Br:17])=[N:8][NH:7][C:5]1=[O:6])[CH:2]=[CH2:3]. Given the reactants [CH2:1]([NH:4][C:5]([NH:7][NH:8][C:9](=O)[C:10]1[CH:15]=[CH:14][C:13]([Cl:16])=[CH:12][C:11]=1[Br:17])=[O:6])[CH:2]=[CH2:3].[OH-].[Na+].Cl, predict the reaction product. (8) Given the reactants [CH:1]([C:4]1[N:8]([CH:9]2[CH2:14][CH2:13][N:12]([CH2:15][CH2:16][CH:17]([CH:24]3[CH2:29][CH2:28][N:27](C(OC(C)(C)C)=O)[CH2:26][CH2:25]3)[C:18]3[CH:23]=[CH:22][CH:21]=[CH:20][CH:19]=3)[CH2:11][CH2:10]2)[C:7]([CH3:37])=[N:6][N:5]=1)([CH3:3])[CH3:2].FC(F)(F)C(O)=O, predict the reaction product. The product is: [CH:1]([C:4]1[N:8]([CH:9]2[CH2:14][CH2:13][N:12]([CH2:15][CH2:16][CH:17]([C:18]3[CH:23]=[CH:22][CH:21]=[CH:20][CH:19]=3)[CH:24]3[CH2:29][CH2:28][NH:27][CH2:26][CH2:25]3)[CH2:11][CH2:10]2)[C:7]([CH3:37])=[N:6][N:5]=1)([CH3:2])[CH3:3].